Task: Predict the reaction yield, written as a fraction of the theoretical maximum amount of product (1.0 means a 100% yield; for example, 0.34 means a 34% yield).. Dataset: Reaction yield outcomes from USPTO patents with 853,638 reactions (1) The reactants are [Cl-].O[NH3+:3].[C:4](=[O:7])([O-])[OH:5].[Na+].CS(C)=O.[CH2:13]([C:17]1[N:18]=[C:19]([CH3:51])[N:20]([CH2:39][C:40]2[N:41]=[C:42]([C:45]3[CH:50]=[CH:49][CH:48]=[CH:47][CH:46]=3)[S:43][CH:44]=2)[C:21](=[O:38])[C:22]=1[CH2:23][C:24]1[CH:29]=[CH:28][C:27]([C:30]2[C:31]([C:36]#[N:37])=[CH:32][CH:33]=[CH:34][CH:35]=2)=[CH:26][CH:25]=1)[CH2:14][CH2:15][CH3:16]. The catalyst is C(OCC)(=O)C. The product is [CH2:13]([C:17]1[N:18]=[C:19]([CH3:51])[N:20]([CH2:39][C:40]2[N:41]=[C:42]([C:45]3[CH:50]=[CH:49][CH:48]=[CH:47][CH:46]=3)[S:43][CH:44]=2)[C:21](=[O:38])[C:22]=1[CH2:23][C:24]1[CH:25]=[CH:26][C:27]([C:30]2[CH:35]=[CH:34][CH:33]=[CH:32][C:31]=2[C:36]2[NH:3][C:4](=[O:7])[O:5][N:37]=2)=[CH:28][CH:29]=1)[CH2:14][CH2:15][CH3:16]. The yield is 0.600. (2) The reactants are [CH3:1][O:2][C:3](=[O:18])[C:4]1[CH:16]=[C:15](I)[CH:14]=[C:6]([C:7]([N:9]([CH3:13])[CH2:10][CH2:11][CH3:12])=[O:8])[CH:5]=1.[NH:19]1[CH2:23][CH2:22][CH2:21][C:20]1=[O:24].C(N)CN.C(=O)([O-])[O-].[Cs+].[Cs+]. The catalyst is O1CCOCC1.ClCCl.[Cu]I. The product is [CH3:1][O:2][C:3](=[O:18])[C:4]1[CH:16]=[C:15]([N:19]2[CH2:23][CH2:22][CH2:21][C:20]2=[O:24])[CH:14]=[C:6]([C:7]([N:9]([CH3:13])[CH2:10][CH2:11][CH3:12])=[O:8])[CH:5]=1. The yield is 0.520. (3) The reactants are [CH:1]1([O:6][C:7]2[C:8]([NH2:20])=[N:9][CH:10]=[C:11]([O:13][C:14]3[CH:19]=[CH:18][CH:17]=[CH:16][CH:15]=3)[CH:12]=2)[CH2:5][CH2:4][CH2:3][CH2:2]1.[C:21](N1C=CN=C1)([N:23]1C=CN=C1)=[S:22].[NH4+].[OH-].O. The catalyst is C1COCC1. The product is [CH:1]1([O:6][C:7]2[C:8]([NH:20][C:21]([NH2:23])=[S:22])=[N:9][CH:10]=[C:11]([O:13][C:14]3[CH:15]=[CH:16][CH:17]=[CH:18][CH:19]=3)[CH:12]=2)[CH2:5][CH2:4][CH2:3][CH2:2]1. The yield is 0.870. (4) The reactants are [C:1]([C:4]1[CH:9]=[CH:8][C:7]([C:10]2[C:11]3[C:12]4[CH:24]=[CH:23][S:22][C:13]=4[C:14](=[O:21])[NH:15][C:16]=3[CH:17]=[CH:18][C:19]=2[OH:20])=[CH:6][CH:5]=1)(=[O:3])[CH3:2].[BH4-].[Na+].[H-].[Al+3].[Li+].[H-].[H-].[H-]. The catalyst is C(O)C. The product is [OH:20][C:19]1[CH:18]=[CH:17][C:16]2[NH:15][C:14](=[O:21])[C:13]3[S:22][CH:23]=[CH:24][C:12]=3[C:11]=2[C:10]=1[C:7]1[CH:8]=[CH:9][C:4]([CH:1]([OH:3])[CH3:2])=[CH:5][CH:6]=1. The yield is 0.0100. (5) The reactants are Cl[C:2]1[C:3]2[CH:11]=[CH:10][CH:9]=[N:8][C:4]=2[N:5]=[CH:6][N:7]=1.[C:12]([N:19]1[CH2:24][CH2:23][NH:22][CH2:21][CH2:20]1)([O:14][C:15]([CH3:18])([CH3:17])[CH3:16])=[O:13].C(N(CC)CC)C. The catalyst is ClCCCl.CC(O)C. The product is [C:15]([O:14][C:12]([N:19]1[CH2:24][CH2:23][N:22]([C:2]2[C:3]3[CH:11]=[CH:10][CH:9]=[N:8][C:4]=3[N:5]=[CH:6][N:7]=2)[CH2:21][CH2:20]1)=[O:13])([CH3:18])([CH3:16])[CH3:17]. The yield is 0.920.